This data is from Forward reaction prediction with 1.9M reactions from USPTO patents (1976-2016). The task is: Predict the product of the given reaction. Given the reactants C[O:2][C:3](=[O:16])[C:4]1[CH:9]=[C:8]([NH:10][S:11]([CH3:14])(=[O:13])=[O:12])[CH:7]=[C:6]([Cl:15])[CH:5]=1.[OH-].[Na+], predict the reaction product. The product is: [Cl:15][C:6]1[CH:5]=[C:4]([CH:9]=[C:8]([NH:10][S:11]([CH3:14])(=[O:13])=[O:12])[CH:7]=1)[C:3]([OH:16])=[O:2].